From a dataset of Clinical trial toxicity outcomes and FDA approval status for drugs. Regression/Classification. Given a drug SMILES string, predict its toxicity properties. Task type varies by dataset: regression for continuous values (e.g., LD50, hERG inhibition percentage) or binary classification for toxic/non-toxic outcomes (e.g., AMES mutagenicity, cardiotoxicity, hepatotoxicity). Dataset: clintox. (1) The drug is CC(=O)Oc1c(C)c(C)c2c(c1C)CCC(C)(CCCC(C)CCCC(C)CCCC(C)C)O2. The result is 0 (passed clinical trial). (2) The compound is CCCCCCC[NH+](CC)CCCC(O)c1ccc(NS(C)(=O)=O)cc1. The result is 0 (passed clinical trial). (3) The compound is O=C1OCCN1/N=C/c1ccc([N+](=O)[O-])o1. The result is 0 (passed clinical trial). (4) The molecule is CC(C[N+](C)(C)C)OC(N)=O. The result is 0 (passed clinical trial). (5) The drug is CC(=O)N[C@H](Cc1ccc2ccccc2c1)C(=O)N[C@H](Cc1ccc(Cl)cc1)C(=O)N[C@H](Cc1cccnc1)C(=O)N[C@@H](CO)C(=O)N[C@@H](Cc1ccc(O)cc1)C(=O)N[C@H](CCCNC(N)=O)C(=O)N[C@@H](CC(C)C)C(=O)N[C@@H](CCCNC(N)=[NH2+])C(=O)N1CCC[C@H]1C(=O)N[C@H](C)C(N)=O. The result is 0 (passed clinical trial). (6) The drug is CC[NH+](CC)CCOC(=O)c1ccc(N)cc1. The result is 0 (passed clinical trial). (7) The molecule is CC1=C(CC(=O)[O-])c2cc(F)ccc2/C1=C\c1ccc(S(C)=O)cc1. The result is 0 (passed clinical trial). (8) The drug is C[C@]12Cc3cn[nH]c3C[C@@H]1CC[C@@H]1[C@@H]2CC[C@@]2(C)[C@H]1CC[C@]2(C)O. The result is 0 (passed clinical trial).